This data is from Forward reaction prediction with 1.9M reactions from USPTO patents (1976-2016). The task is: Predict the product of the given reaction. (1) Given the reactants Br[C:2]1[CH:7]=[CH:6][C:5](/[CH:8]=[CH:9]/[C:10]2[NH:11][CH:12]=[C:13]([C:15]3[CH:20]=[CH:19][C:18]([Cl:21])=[CH:17][C:16]=3[Cl:22])[N:14]=2)=[CH:4][CH:3]=1.[F:23][C:24]([F:36])([F:35])[O:25][C:26]1[CH:27]=[C:28](B(O)O)[CH:29]=[CH:30][CH:31]=1, predict the reaction product. The product is: [Cl:22][C:16]1[CH:17]=[C:18]([Cl:21])[CH:19]=[CH:20][C:15]=1[C:13]1[N:14]=[C:10](/[CH:9]=[CH:8]/[C:5]2[CH:6]=[CH:7][C:2]([C:28]3[CH:29]=[CH:30][CH:31]=[C:26]([O:25][C:24]([F:23])([F:35])[F:36])[CH:27]=3)=[CH:3][CH:4]=2)[NH:11][CH:12]=1. (2) Given the reactants Br[C:2]1[NH:6][C:5]([CH3:7])=[N:4][C:3]=1[N+:8]([O-:10])=[O:9].[C:11]1([CH3:23])[CH:16]=[C:15]([CH3:17])[CH:14]=[C:13]([CH3:18])[C:12]=1OB(O)O.O.O.O.O.O.O.O.O.[OH-].[Ba+2].[OH-], predict the reaction product. The product is: [C:11]1([CH3:23])[CH:16]=[C:15]([CH3:17])[CH:14]=[C:13]([CH3:18])[C:12]=1[C:2]1[NH:6][C:5]([CH3:7])=[N:4][C:3]=1[N+:8]([O-:10])=[O:9]. (3) Given the reactants O[CH2:2][CH2:3][O:4][CH2:5][CH2:6][N:7]1[C:15](=[O:16])[C:14]2[C:9](=[CH:10][CH:11]=[CH:12][CH:13]=2)[C:8]1=[O:17].C(Br)(Br)(Br)[Br:19].C1(P(C2C=CC=CC=2)C2C=CC=CC=2)C=CC=CC=1, predict the reaction product. The product is: [Br:19][CH2:2][CH2:3][O:4][CH2:5][CH2:6][N:7]1[C:15](=[O:16])[C:14]2[C:9](=[CH:10][CH:11]=[CH:12][CH:13]=2)[C:8]1=[O:17]. (4) Given the reactants [NH2:1][C:2]1[N:7]=[C:6]([C:8]2[O:9][CH:10]=[CH:11][CH:12]=2)[C:5]([C:13]#[N:14])=[C:4](S(C)=O)[N:3]=1.[NH2:18][CH2:19][C:20]1[CH:25]=[CH:24][CH:23]=[CH:22][N:21]=1, predict the reaction product. The product is: [NH2:1][C:2]1[N:7]=[C:6]([C:8]2[O:9][CH:10]=[CH:11][CH:12]=2)[C:5]([C:13]#[N:14])=[C:4]([NH:18][CH2:19][C:20]2[CH:25]=[CH:24][CH:23]=[CH:22][N:21]=2)[N:3]=1.